Dataset: Kinase inhibitor bioactivity data combining Ki, Kd, and IC50 measurements. Task: Regression. Given a target protein amino acid sequence and a drug SMILES string, predict the binding affinity score between them. We predict KIBA score (integrated kinase binding score). Dataset: kiba. (1) The small molecule is Cc1cc(C)cc(NC(=O)Nc2ccc3c(c2)CCc2sc4ncnc(N)c4c2-3)c1. The target protein (Q7KZI7) has sequence MSSARTPLPTLNERDTEQPTLGHLDSKPSSKSNMIRGRNSATSADEQPHIGNYRLLKTIGKGNFAKVKLARHILTGKEVAVKIIDKTQLNSSSLQKLFREVRIMKVLNHPNIVKLFEVIETEKTLYLVMEYASGGEVFDYLVAHGRMKEKEARAKFRQIVSAVQYCHQKFIVHRDLKAENLLLDADMNIKIADFGFSNEFTFGNKLDTFCGSPPYAAPELFQGKKYDGPEVDVWSLGVILYTLVSGSLPFDGQNLKELRERVLRGKYRIPFYMSTDCENLLKKFLILNPSKRGTLEQIMKDRWMNVGHEDDELKPYVEPLPDYKDPRRTELMVSMGYTREEIQDSLVGQRYNEVMATYLLLGYKSSELEGDTITLKPRPSADLTNSSAPSPSHKVQRSVSANPKQRRFSDQAAGPAIPTSNSYSKKTQSNNAENKRPEEDRESGRKASSTAKVPASPLPGLERKKTTPTPSTNSVLSTSTNRSRNSPLLERASLGQASIQ.... The KIBA score is 11.6. (2) The compound is COc1cc(-c2ccc3[nH]nc(C(=O)Nc4ccccc4)c3c2)ccc1O. The target protein (Q06187) has sequence MAAVILESIFLKRSQQKKKTSPLNFKKRLFLLTVHKLSYYEYDFERGRRGSKKGSIDVEKITCVETVVPEKNPPPERQIPRRGEESSEMEQISIIERFPYPFQVVYDEGPLYVFSPTEELRKRWIHQLKNVIRYNSDLVQKYHPCFWIDGQYLCCSQTAKNAMGCQILENRNGSLKPGSSHRKTKKPLPPTPEEDQILKKPLPPEPAAAPVSTSELKKVVALYDYMPMNANDLQLRKGDEYFILEESNLPWWRARDKNGQEGYIPSNYVTEAEDSIEMYEWYSKHMTRSQAEQLLKQEGKEGGFIVRDSSKAGKYTVSVFAKSTGDPQGVIRHYVVCSTPQSQYYLAEKHLFSTIPELINYHQHNSAGLISRLKYPVSQQNKNAPSTAGLGYGSWEIDPKDLTFLKELGTGQFGVVKYGKWRGQYDVAIKMIKEGSMSEDEFIEEAKVMMNLSHEKLVQLYGVCTKQRPIFIITEYMANGCLLNYLREMRHRFQTQQLLE.... The KIBA score is 12.0. (3) The compound is CN(C)c1cc2sncc2cc1NC(=O)C(=O)O. The target protein (Q13554) has sequence MATTVTCTRFTDEYQLYEDIGKGAFSVVRRCVKLCTGHEYAAKIINTKKLSARDHQKLEREARICRLLKHSNIVRLHDSISEEGFHYLVFDLVTGGELFEDIVAREYYSEADASHCIQQILEAVLHCHQMGVVHRDLKPENLLLASKCKGAAVKLADFGLAIEVQGDQQAWFGFAGTPGYLSPEVLRKEAYGKPVDIWACGVILYILLVGYPPFWDEDQHKLYQQIKAGAYDFPSPEWDTVTPEAKNLINQMLTINPAKRITAHEALKHPWVCQRSTVASMMHRQETVECLKKFNARRKLKGAILTTMLATRNFSVGRQTTAPATMSTAASGTTMGLVEQAKSLLNKKADGVKPQTNSTKNSAAATSPKGTLPPAALEPQTTVIHNPVDGIKESSDSANTTIEDEDAKAPRVPDILSSVRRGSGAPEAEGPLPCPSPAPFSPLPAPSPRISDILNSVRRGSGTPEAEGPLSAGPPPCLSPALLGPLSSPSPRISDILNSV.... The KIBA score is 11.2. (4) The small molecule is Cc1cc(Cl)ccc1NC(=S)NNC(=O)C(O)(c1ccccc1)c1ccccc1. The target protein (P11309) has sequence MPHEPHEPLTPPFSALPDPAGAPSRRQSRQRPQLSSDSPSAFRASRSHSRNATRSHSHSHSPRHSLRHSPGSGSCGSSSGHRPCADILEVGMLLSKINSLAHLRAAPCNDLHATKLAPGKEKEPLESQYQVGPLLGSGGFGSVYSGIRVSDNLPVAIKHVEKDRISDWGELPNGTRVPMEVVLLKKVSSGFSGVIRLLDWFERPDSFVLILERPEPVQDLFDFITERGALQEELARSFFWQVLEAVRHCHNCGVLHRDIKDENILIDLNRGELKLIDFGSGALLKDTVYTDFDGTRVYSPPEWIRYHRYHGRSAAVWSLGILLYDMVCGDIPFEHDEEIIRGQVFFRQRVSSECQHLIRWCLALRPSDRPTFEEIQNHPWMQDVLLPQETAEIHLHSLSPGPSK. The KIBA score is 12.7.